Dataset: Catalyst prediction with 721,799 reactions and 888 catalyst types from USPTO. Task: Predict which catalyst facilitates the given reaction. Reactant: Cl.[CH2:2]([S:4]([CH2:7][CH2:8][CH2:9][NH2:10])(=[O:6])=[O:5])[CH3:3].C(N(CC)C(C)C)(C)C.[Cl:20][C:21]1[CH:22]=[C:23]([CH:45]=[CH:46][C:47]=1[Cl:48])[CH2:24][N:25]1[CH2:30][CH2:29][O:28][CH:27]([CH2:31][NH:32][C:33](=O)[O:34]C2C=CC([N+]([O-])=O)=CC=2)[CH2:26]1.C=CC1C=CC=CC=1.C=CC1C=CC(C=C)=CC=1.C1C=CC(C=O)=CC=1. Product: [Cl:20][C:21]1[CH:22]=[C:23]([CH:45]=[CH:46][C:47]=1[Cl:48])[CH2:24][N:25]1[CH2:30][CH2:29][O:28][C@@H:27]([CH2:31][NH:32][C:33]([NH:10][CH2:9][CH2:8][CH2:7][S:4]([CH2:2][CH3:3])(=[O:6])=[O:5])=[O:34])[CH2:26]1. The catalyst class is: 4.